Dataset: Catalyst prediction with 721,799 reactions and 888 catalyst types from USPTO. Task: Predict which catalyst facilitates the given reaction. (1) Reactant: [F:1][C:2]1[CH:7]=[CH:6][CH:5]=[C:4]([F:8])[C:3]=1[C:9]1[O:10][CH2:11][CH:12]([C:14]2[CH:19]=[CH:18][C:17]([Sn](C)(C)C)=[CH:16][CH:15]=2)[N:13]=1.[C:24]([CH2:27][CH2:28][NH:29][C:30]1[CH:35]=[CH:34][C:33](I)=[CH:32][N:31]=1)(=[O:26])[CH3:25].[Cl-].[Li+]. Product: [F:1][C:2]1[CH:7]=[CH:6][CH:5]=[C:4]([F:8])[C:3]=1[C:9]1[O:10][CH2:11][CH:12]([C:14]2[CH:19]=[CH:18][C:17]([C:33]3[CH:34]=[CH:35][C:30]([NH:29][CH2:28][CH2:27][C:24](=[O:26])[CH3:25])=[N:31][CH:32]=3)=[CH:16][CH:15]=2)[N:13]=1. The catalyst class is: 77. (2) Reactant: [Cl:1][C:2]1[C:3]([O:32]C)=[N:4][CH:5]=[CH:6][C:7]=1[C:8]1[C:13]([CH3:14])=[CH:12][CH:11]=[C:10]([NH:15][C:16]([C:18]2([C:21]3[CH:31]=[CH:30][C:24]4[O:25][C:26]([F:29])([F:28])[O:27][C:23]=4[CH:22]=3)[CH2:20][CH2:19]2)=[O:17])[N:9]=1.I[Si](C)(C)C. Product: [Cl:1][C:2]1[C:3](=[O:32])[NH:4][CH:5]=[CH:6][C:7]=1[C:8]1[N:9]=[C:10]([NH:15][C:16]([C:18]2([C:21]3[CH:31]=[CH:30][C:24]4[O:25][C:26]([F:28])([F:29])[O:27][C:23]=4[CH:22]=3)[CH2:20][CH2:19]2)=[O:17])[CH:11]=[CH:12][C:13]=1[CH3:14]. The catalyst class is: 22. (3) Reactant: [CH2:1]([Li])[CH2:2][CH2:3]C.[C:6]([O:10][C:11]([N:13]1[CH2:18][CH2:17][C:16](=[O:19])[CH2:15][CH:14]1[C:20]([OH:22])=[O:21])=[O:12])([CH3:9])([CH3:8])[CH3:7].[CH3:23]COC(C)=O.[NH4+].[Cl-]. Product: [CH3:23][O:21][C:20]([CH:14]1[CH2:15][C:16]([CH2:3][CH:2]=[CH2:1])([OH:19])[CH2:17][CH2:18][N:13]1[C:11]([O:10][C:6]([CH3:9])([CH3:7])[CH3:8])=[O:12])=[O:22]. The catalyst class is: 20. (4) Reactant: [Cl:1][C:2]1[CH:7]=[CH:6][C:5]([N:8]2[CH2:13][CH2:12][N:11]3[CH:14]([C:18]4[CH:28]=[CH:27][C:21]([O:22][CH2:23][CH2:24][CH2:25][NH2:26])=[C:20]([CH3:29])[C:19]=4[CH3:30])[CH2:15][CH2:16][CH2:17][CH:10]3[CH2:9]2)=[CH:4][C:3]=1[O:31][CH3:32].CCN(CC)CC.[C:40](Cl)(=[O:42])[CH3:41]. Product: [Cl:1][C:2]1[CH:7]=[CH:6][C:5]([N:8]2[CH2:13][CH2:12][N:11]3[C@@H:14]([C:18]4[CH:28]=[CH:27][C:21]([O:22][CH2:23][CH2:24][CH2:25][NH:26][C:40](=[O:42])[CH3:41])=[C:20]([CH3:29])[C:19]=4[CH3:30])[CH2:15][CH2:16][CH2:17][C@H:10]3[CH2:9]2)=[CH:4][C:3]=1[O:31][CH3:32]. The catalyst class is: 2. (5) Reactant: [H-].[Na+].[NH:3]1[C:9]2[CH:10]=[CH:11][CH:12]=[CH:13][C:8]=2[NH:7][CH2:6][CH2:5][C:4]1=[O:14].[CH3:15][CH:16](Br)[C:17]([OH:19])=[O:18]. Product: [CH3:15][CH:16]([N:3]1[C:9]2[CH:10]=[CH:11][CH:12]=[CH:13][C:8]=2[NH:7][CH2:6][CH2:5][C:4]1=[O:14])[C:17]([OH:19])=[O:18]. The catalyst class is: 3. (6) Reactant: Br[C:2]1[CH:12]=[CH:11][C:5]([C:6]([O:8][CH2:9][CH3:10])=[O:7])=[CH:4][CH:3]=1.[CH3:13][O:14][C:15]1[CH:20]=[CH:19][C:18](B(O)O)=[CH:17][CH:16]=1.[F-].[Cs+].O. Product: [CH3:13][O:14][C:15]1[CH:20]=[CH:19][C:18]([C:2]2[CH:12]=[CH:11][C:5]([C:6]([O:8][CH2:9][CH3:10])=[O:7])=[CH:4][CH:3]=2)=[CH:17][CH:16]=1. The catalyst class is: 104. (7) Reactant: CN(C(ON1N=NC2C=CC=NC1=2)=[N+](C)C)C.F[P-](F)(F)(F)(F)F.[C:25]([O:29][C:30]([N:32]1[CH2:38][CH2:37][CH2:36][O:35][C@H:34]([C:39]([OH:41])=O)[CH2:33]1)=[O:31])([CH3:28])([CH3:27])[CH3:26].FC(F)(F)C(O)=O.[N:49]1([C:58](=[O:67])/[CH:59]=[CH:60]/[C@@H:61]([NH2:66])[CH2:62][CH:63]([CH3:65])[CH3:64])[C:57]2[C:52](=[CH:53][CH:54]=[CH:55][CH:56]=2)[CH2:51][CH2:50]1.CCN(C(C)C)C(C)C. Product: [N:49]1([C:58](=[O:67])/[CH:59]=[CH:60]/[C@@H:61]([NH:66][C:39]([C@@H:34]2[CH2:33][N:32]([C:30]([O:29][C:25]([CH3:26])([CH3:27])[CH3:28])=[O:31])[CH2:38][CH2:37][CH2:36][O:35]2)=[O:41])[CH2:62][CH:63]([CH3:65])[CH3:64])[C:57]2[C:52](=[CH:53][CH:54]=[CH:55][CH:56]=2)[CH2:51][CH2:50]1. The catalyst class is: 3. (8) Reactant: C([O:3][C:4](=[O:40])[CH2:5][O:6][C:7]1[CH:12]=[CH:11][C:10]([S:13][C:14]2[CH:19]=[C:18]([O:20][CH2:21][CH2:22][CH2:23][N:24]3[CH2:29][CH2:28][CH2:27][CH2:26][CH2:25]3)[CH:17]=[C:16]([C:30]#[C:31][C:32]3[CH:37]=[CH:36][C:35]([Cl:38])=[CH:34][CH:33]=3)[CH:15]=2)=[CH:9][C:8]=1[Cl:39])C.[OH-].[Na+].C(O)(=O)CC(CC(O)=O)(C(O)=O)O. Product: [Cl:39][C:8]1[CH:9]=[C:10]([S:13][C:14]2[CH:19]=[C:18]([O:20][CH2:21][CH2:22][CH2:23][N:24]3[CH2:25][CH2:26][CH2:27][CH2:28][CH2:29]3)[CH:17]=[C:16]([C:30]#[C:31][C:32]3[CH:37]=[CH:36][C:35]([Cl:38])=[CH:34][CH:33]=3)[CH:15]=2)[CH:11]=[CH:12][C:7]=1[O:6][CH2:5][C:4]([OH:40])=[O:3]. The catalyst class is: 8. (9) Reactant: [CH3:1][C:2]1([CH3:31])[C:8]2[CH:9]=[CH:10][CH:11]=[CH:12][C:7]=2[C:6](OS(C(F)(F)F)(=O)=O)([C:13]2[CH:14]=[N:15][C:16]3[C:21]([CH:22]=2)=[CH:20][CH:19]=[CH:18][CH:17]=3)[NH:5][CH2:4][CH2:3]1. Product: [CH3:1][C:2]1([CH3:31])[C:8]2[CH:9]=[CH:10][CH:11]=[CH:12][C:7]=2[C:6]([C:13]2[CH:14]=[N:15][C:16]3[C:21]([CH:22]=2)=[CH:20][CH:19]=[CH:18][CH:17]=3)=[N:5][CH2:4][CH2:3]1. The catalyst class is: 11. (10) Reactant: [Si]([O:8][CH:9]([C:22]1[O:23][C:24]([C:27]2[CH:36]=[CH:35][C:30]([C:31]([O:33][CH3:34])=[O:32])=[CH:29][N:28]=2)=[CH:25][N:26]=1)[CH2:10][CH2:11][CH2:12][CH2:13][CH2:14][CH2:15][C:16]1[CH:21]=[CH:20][CH:19]=[CH:18][CH:17]=1)(C(C)(C)C)(C)C. Product: [C:16]1([CH2:15][CH2:14][CH2:13][CH2:12][CH2:11][CH2:10][C:9]([C:22]2[O:23][C:24]([C:27]3[CH:36]=[CH:35][C:30]([C:31]([O:33][CH3:34])=[O:32])=[CH:29][N:28]=3)=[CH:25][N:26]=2)=[O:8])[CH:21]=[CH:20][CH:19]=[CH:18][CH:17]=1. The catalyst class is: 25.